This data is from Catalyst prediction with 721,799 reactions and 888 catalyst types from USPTO. The task is: Predict which catalyst facilitates the given reaction. Reactant: [CH2:1]([C@H:8]1[CH2:12][O:11][C:10](=[O:13])[N:9]1[C:14](=[O:26])/[CH:15]=[CH:16]/[C:17]1[CH:22]=[C:21]([F:23])[C:20]([F:24])=[CH:19][C:18]=1[F:25])[C:2]1[CH:7]=[CH:6][CH:5]=[CH:4][CH:3]=1.C([CH2:34][N:35]([CH2:40]OC)[Si](C)(C)C)C1C=CC=CC=1.C(O)(C(F)(F)F)=O.[C:50]1([CH3:56])[CH:55]=[CH:54][CH:53]=[CH:52][CH:51]=1. Product: [CH2:1]([C@H:8]1[CH2:12][O:11][C:10](=[O:13])[N:9]1[C:14]([C@@H:15]1[C@@H:16]([C:17]2[CH:22]=[C:21]([F:23])[C:20]([F:24])=[CH:19][C:18]=2[F:25])[CH2:40][N:35]([CH2:56][C:50]2[CH:55]=[CH:54][CH:53]=[CH:52][CH:51]=2)[CH2:34]1)=[O:26])[C:2]1[CH:7]=[CH:6][CH:5]=[CH:4][CH:3]=1. The catalyst class is: 2.